The task is: Regression. Given two drug SMILES strings and cell line genomic features, predict the synergy score measuring deviation from expected non-interaction effect.. This data is from NCI-60 drug combinations with 297,098 pairs across 59 cell lines. (1) Drug 1: C1=NC(=NC(=O)N1C2C(C(C(O2)CO)O)O)N. Drug 2: CC12CCC3C(C1CCC2O)C(CC4=C3C=CC(=C4)O)CCCCCCCCCS(=O)CCCC(C(F)(F)F)(F)F. Cell line: OVCAR3. Synergy scores: CSS=13.1, Synergy_ZIP=-3.01, Synergy_Bliss=-4.60, Synergy_Loewe=1.12, Synergy_HSA=-2.39. (2) Drug 1: C1CNP(=O)(OC1)N(CCCl)CCCl. Drug 2: CC12CCC3C(C1CCC2OP(=O)(O)O)CCC4=C3C=CC(=C4)OC(=O)N(CCCl)CCCl.[Na+]. Cell line: ACHN. Synergy scores: CSS=1.91, Synergy_ZIP=0.915, Synergy_Bliss=1.84, Synergy_Loewe=-8.95, Synergy_HSA=-7.58. (3) Drug 1: C1=CC(=CC=C1CCC2=CNC3=C2C(=O)NC(=N3)N)C(=O)NC(CCC(=O)O)C(=O)O. Drug 2: C1=NC2=C(N1)C(=S)N=CN2. Cell line: NCI/ADR-RES. Synergy scores: CSS=13.5, Synergy_ZIP=-15.0, Synergy_Bliss=-21.3, Synergy_Loewe=-17.1, Synergy_HSA=-15.9. (4) Drug 1: CC1=C(N=C(N=C1N)C(CC(=O)N)NCC(C(=O)N)N)C(=O)NC(C(C2=CN=CN2)OC3C(C(C(C(O3)CO)O)O)OC4C(C(C(C(O4)CO)O)OC(=O)N)O)C(=O)NC(C)C(C(C)C(=O)NC(C(C)O)C(=O)NCCC5=NC(=CS5)C6=NC(=CS6)C(=O)NCCC[S+](C)C)O. Drug 2: CN(CCCl)CCCl.Cl. Cell line: UO-31. Synergy scores: CSS=25.9, Synergy_ZIP=-2.65, Synergy_Bliss=-1.76, Synergy_Loewe=1.36, Synergy_HSA=4.70. (5) Drug 1: CCC(=C(C1=CC=CC=C1)C2=CC=C(C=C2)OCCN(C)C)C3=CC=CC=C3.C(C(=O)O)C(CC(=O)O)(C(=O)O)O. Drug 2: C1CNP(=O)(OC1)N(CCCl)CCCl. Cell line: MALME-3M. Synergy scores: CSS=-1.25, Synergy_ZIP=4.71, Synergy_Bliss=-1.10, Synergy_Loewe=-3.61, Synergy_HSA=-2.02. (6) Drug 1: C1CC(=O)NC(=O)C1N2CC3=C(C2=O)C=CC=C3N. Drug 2: C1=C(C(=O)NC(=O)N1)N(CCCl)CCCl. Cell line: T-47D. Synergy scores: CSS=6.50, Synergy_ZIP=-5.57, Synergy_Bliss=-4.54, Synergy_Loewe=-4.17, Synergy_HSA=-4.16. (7) Drug 1: C1=CN(C=N1)CC(O)(P(=O)(O)O)P(=O)(O)O. Drug 2: N.N.Cl[Pt+2]Cl. Cell line: UO-31. Synergy scores: CSS=41.0, Synergy_ZIP=0.118, Synergy_Bliss=-1.61, Synergy_Loewe=-7.15, Synergy_HSA=-2.65. (8) Drug 1: CCC(=C(C1=CC=CC=C1)C2=CC=C(C=C2)OCCN(C)C)C3=CC=CC=C3.C(C(=O)O)C(CC(=O)O)(C(=O)O)O. Drug 2: CC1CCC2CC(C(=CC=CC=CC(CC(C(=O)C(C(C(=CC(C(=O)CC(OC(=O)C3CCCCN3C(=O)C(=O)C1(O2)O)C(C)CC4CCC(C(C4)OC)OCCO)C)C)O)OC)C)C)C)OC. Cell line: M14. Synergy scores: CSS=1.27, Synergy_ZIP=6.59, Synergy_Bliss=4.91, Synergy_Loewe=1.29, Synergy_HSA=3.30. (9) Drug 1: C1CN1P(=S)(N2CC2)N3CC3. Drug 2: CC1CCC2CC(C(=CC=CC=CC(CC(C(=O)C(C(C(=CC(C(=O)CC(OC(=O)C3CCCCN3C(=O)C(=O)C1(O2)O)C(C)CC4CCC(C(C4)OC)OCCO)C)C)O)OC)C)C)C)OC. Cell line: HOP-92. Synergy scores: CSS=3.29, Synergy_ZIP=-1.75, Synergy_Bliss=1.55, Synergy_Loewe=0.0401, Synergy_HSA=0.116. (10) Drug 1: C1CN1C2=NC(=NC(=N2)N3CC3)N4CC4. Drug 2: C1CC(=O)NC(=O)C1N2CC3=C(C2=O)C=CC=C3N. Cell line: KM12. Synergy scores: CSS=24.6, Synergy_ZIP=0.518, Synergy_Bliss=0.754, Synergy_Loewe=-4.30, Synergy_HSA=0.669.